This data is from Catalyst prediction with 721,799 reactions and 888 catalyst types from USPTO. The task is: Predict which catalyst facilitates the given reaction. (1) Reactant: [CH3:1][C:2]1[CH:7]=[C:6]([NH:8][C:9]2[CH:14]=[C:13]([C:15]([F:18])([F:17])[F:16])[CH:12]=[CH:11][N:10]=2)[N:5]=[C:4]([C:19]2[N:20]=[N:21][N:22]([CH:24]([CH3:28])[C:25](O)=[O:26])[CH:23]=2)[CH:3]=1.Cl.[S:30]1(=[O:37])(=[O:36])[CH2:34][CH2:33][CH:32]([NH2:35])[CH2:31]1.C(N(C(C)C)C(C)C)C.C(P1(=O)OP(CCC)(=O)OP(CCC)(=O)O1)CC. Product: [O:36]=[S:30]1(=[O:37])[CH2:34][CH2:33][CH:32]([NH:35][C:25](=[O:26])[CH:24]([N:22]2[CH:23]=[C:19]([C:4]3[CH:3]=[C:2]([CH3:1])[CH:7]=[C:6]([NH:8][C:9]4[CH:14]=[C:13]([C:15]([F:16])([F:18])[F:17])[CH:12]=[CH:11][N:10]=4)[N:5]=3)[N:20]=[N:21]2)[CH3:28])[CH2:31]1. The catalyst class is: 121. (2) Reactant: CC1C=CC(S(O[C:12]2[C:21]3[C:20](=[O:22])[N:19]([CH2:23][CH:24]=[CH2:25])[N:18]=[C:17]([C:26]4[CH:31]=[CH:30][CH:29]=[C:28]([N+:32]([O-:34])=[O:33])[CH:27]=4)[C:16]=3[N:15]([CH3:35])[C:14](=[O:36])[C:13]=2[Cl:37])(=O)=O)=CC=1.[F:38][C:39]1[CH:45]=[C:44]([I:46])[CH:43]=[CH:42][C:40]=1[NH2:41].[H-].[Na+]. Product: [CH2:23]([N:19]1[C:20](=[O:22])[C:21]2[C:12]([NH:41][C:40]3[CH:42]=[CH:43][C:44]([I:46])=[CH:45][C:39]=3[F:38])=[C:13]([Cl:37])[C:14](=[O:36])[N:15]([CH3:35])[C:16]=2[C:17]([C:26]2[CH:31]=[CH:30][CH:29]=[C:28]([N+:32]([O-:34])=[O:33])[CH:27]=2)=[N:18]1)[CH:24]=[CH2:25]. The catalyst class is: 1.